The task is: Predict the product of the given reaction.. This data is from Forward reaction prediction with 1.9M reactions from USPTO patents (1976-2016). (1) Given the reactants C([S:8][C:9]1[CH:10]=[C:11]2[C:16](=[CH:17][CH:18]=1)[C:15]([C:19]1[CH:24]=[CH:23][C:22]([Cl:25])=[CH:21][C:20]=1[O:26][CH3:27])=[N:14][CH:13]=[CH:12]2)C1C=CC=CC=1.ClN1C(C)(C)C(=[O:36])N(Cl)C1=O.[F:39][C:40]1[C:45]([F:46])=[C:44]([F:47])[C:43]([F:48])=[C:42]([F:49])[C:41]=1[OH:50].C(N(CC)CC)C.[OH2:58], predict the reaction product. The product is: [Cl:25][C:22]1[CH:23]=[CH:24][C:19]([C:15]2[C:16]3[C:11](=[CH:10][C:9]([S:8]([O:50][C:41]4[C:40]([F:39])=[C:45]([F:46])[C:44]([F:47])=[C:43]([F:48])[C:42]=4[F:49])(=[O:36])=[O:58])=[CH:18][CH:17]=3)[CH:12]=[CH:13][N:14]=2)=[C:20]([O:26][CH3:27])[CH:21]=1. (2) Given the reactants Br[C:2]1[CH:3]=[C:4]2[C:9](=[CH:10][CH:11]=1)[CH:8]=[C:7]([O:12][Si:13]([C:16]([CH3:19])([CH3:18])[CH3:17])([CH3:15])[CH3:14])[CH:6]=[CH:5]2.[Li]CCCC.CN([CH:28]=[O:29])C, predict the reaction product. The product is: [Si:13]([O:12][C:7]1[CH:8]=[C:9]2[C:4](=[CH:5][CH:6]=1)[CH:3]=[C:2]([CH:28]=[O:29])[CH:11]=[CH:10]2)([C:16]([CH3:19])([CH3:18])[CH3:17])([CH3:15])[CH3:14]. (3) Given the reactants C(OC=C)(=O)C.[C:7]([O:10][CH:11]([Br:24])[CH:12]([S:18]([F:23])([F:22])([F:21])([F:20])[F:19])CCCCC)(=[O:9])[CH3:8], predict the reaction product. The product is: [C:7]([O:10][CH:11]([Br:24])[CH2:12][S:18]([F:19])([F:22])([F:23])([F:21])[F:20])(=[O:9])[CH3:8].